This data is from Forward reaction prediction with 1.9M reactions from USPTO patents (1976-2016). The task is: Predict the product of the given reaction. (1) Given the reactants [F:1][C:2]1[CH:19]=[CH:18][CH:17]=[CH:16][C:3]=1[CH2:4][N:5]1[CH2:10][CH:9]([CH3:11])[CH2:8][CH:7]([C:12]([O:14]C)=[O:13])[CH2:6]1.[Li+].[OH-], predict the reaction product. The product is: [F:1][C:2]1[CH:19]=[CH:18][CH:17]=[CH:16][C:3]=1[CH2:4][N:5]1[CH2:10][CH:9]([CH3:11])[CH2:8][CH:7]([C:12]([OH:14])=[O:13])[CH2:6]1. (2) Given the reactants COCCN(S(F)(F)[F:11])CCOC.[N+:14]([C:17]1[CH:18]=[CH:19][C:20]([F:43])=[C:21]([C@@:23]23[N:32]=[C:31]([NH:33][C:34](=[O:40])[O:35][C:36]([CH3:39])([CH3:38])[CH3:37])[S:30][CH2:29][C@@H:28]2[CH2:27][C@H:26]([CH2:41]O)[O:25][CH2:24]3)[CH:22]=1)([O-:16])=[O:15].NC1C=CC(F)=C([C@@]23N=C(NC(=O)OC(C)(C)C)SC[C@@H]2[C@@H](OC)COC3)C=1.C(=O)(O)[O-].[Na+], predict the reaction product. The product is: [N+:14]([C:17]1[CH:18]=[CH:19][C:20]([F:43])=[C:21]([C@@:23]23[N:32]=[C:31]([NH:33][C:34](=[O:40])[O:35][C:36]([CH3:38])([CH3:39])[CH3:37])[S:30][CH2:29][C@@H:28]2[CH2:27][C@H:26]([CH2:41][F:11])[O:25][CH2:24]3)[CH:22]=1)([O-:16])=[O:15]. (3) Given the reactants Cl.[CH3:2][C:3]1[CH:8]=[CH:7][NH:6][C:5](=[O:9])[N:4]=1.[N:10]([O-])=[O:11].[Na+], predict the reaction product. The product is: [O:9]=[C:5]1[N:4]=[C:3]([CH:2]=[N:10][OH:11])[CH:8]=[CH:7][NH:6]1. (4) The product is: [NH2:8][C:5]1[O:6][CH2:7][C:2]([F:1])([F:18])[C@@:3]2([C:16]3[C:11](=[CH:12][CH:13]=[C:14]([NH:17][C:26](=[O:27])[C:23]4[CH:22]=[CH:21][C:20]([F:19])=[CH:25][N:24]=4)[CH:15]=3)[CH2:10][CH2:9]2)[N:4]=1. Given the reactants [F:1][C:2]1([F:18])[CH2:7][O:6][C:5]([NH2:8])=[N:4][C@@:3]21[C:16]1[C:11](=[CH:12][CH:13]=[C:14]([NH2:17])[CH:15]=1)[CH2:10][CH2:9]2.[F:19][C:20]1[CH:21]=[CH:22][C:23]([C:26](O)=[O:27])=[N:24][CH:25]=1, predict the reaction product. (5) Given the reactants [CH3:1][CH2:2][CH2:3][CH2:4][CH2:5][CH2:6][CH2:7][CH2:8][C:9]1[CH:10]=[CH:11][C:12]([CH2:15][CH2:16][C:17]([NH2:22])([CH2:20][OH:21])[CH2:18][OH:19])=[CH:13][CH:14]=1.[ClH:23], predict the reaction product. The product is: [CH3:1][CH2:2][CH2:3][CH2:4][CH2:5][CH2:6][CH2:7][CH2:8][C:9]1[CH:14]=[CH:13][C:12]([CH2:15][CH2:16][C:17]([NH2:22])([CH2:18][OH:19])[CH2:20][OH:21])=[CH:11][CH:10]=1.[ClH:23]. (6) Given the reactants [C:1]1([CH:11]([NH:13][CH:14]2[CH2:19][CH2:18][CH2:17][CH:16]([C:20]3[CH:34]=[CH:33][C:23]([C:24]([NH:26][CH:27]4[CH2:31][CH2:30][O:29][C:28]4=[O:32])=[O:25])=[CH:22][CH:21]=3)[CH2:15]2)[CH3:12])[C:10]2[C:5](=[CH:6][CH:7]=[CH:8][CH:9]=2)[CH:4]=[CH:3][CH:2]=1.C1([C@H](N[C@H]2CCC[C@H](C3C=CC(C(N[C@@H]4CCOC4=O)=[O:59])=CC=3)C2)C)C2C(=CC=CC=2)C=CC=1, predict the reaction product. The product is: [OH:29][CH2:30][CH2:31][C@@H:27]([NH:26][C:24](=[O:25])[C:23]1[CH:22]=[CH:21][C:20]([C@H:16]2[CH2:17][CH2:18][CH2:19][C@H:14]([NH:13][C@@H:11]([C:1]3[C:10]4[C:5](=[CH:6][CH:7]=[CH:8][CH:9]=4)[CH:4]=[CH:3][CH:2]=3)[CH3:12])[CH2:15]2)=[CH:34][CH:33]=1)[C:28]([OH:59])=[O:32]. (7) The product is: [CH2:3]([N:12]1[CH:11]([CH2:7][CH2:8][CH3:9])[CH2:6][CH2:5][CH:4]1[CH2:3][CH2:16][CH3:17])[C:4]1[CH:9]=[CH:8][CH:7]=[CH:6][CH:5]=1. Given the reactants [OH-].[K+].[CH2:3](N)[C:4]1[CH:9]=[CH:8][CH:7]=[CH:6][CH:5]=1.[C:11]([BH3-])#[N:12].[Na+].Cl.[C:16](O)(=O)[CH3:17], predict the reaction product. (8) Given the reactants C(OC([N:8]1[CH2:13][CH2:12][N:11]([C:14](=[O:54])[C@@H:15]([NH:40][S:41]([C:44]2[CH:53]=[CH:52][C:51]3[C:46](=[CH:47][CH:48]=[CH:49][CH:50]=3)[CH:45]=2)(=[O:43])=[O:42])[CH2:16][CH2:17][CH2:18][NH:19]/[C:20](/[NH2:39])=[N:21]/[S:22]([C:25]2[C:26]([CH3:38])=[C:27]([CH3:37])[C:28]3[O:32][C:31]([CH3:34])([CH3:33])[CH2:30][C:29]=3[C:35]=2[CH3:36])(=[O:24])=[O:23])[CH2:10][CH2:9]1)=O)(C)(C)C.Cl.CCOCC, predict the reaction product. The product is: [NH2:39]/[C:20](=[N:21]\[S:22]([C:25]1[C:26]([CH3:38])=[C:27]([CH3:37])[C:28]2[O:32][C:31]([CH3:34])([CH3:33])[CH2:30][C:29]=2[C:35]=1[CH3:36])(=[O:24])=[O:23])/[NH:19][CH2:18][CH2:17][CH2:16][C@H:15]([NH:40][S:41]([C:44]1[CH:53]=[CH:52][C:51]2[C:46](=[CH:47][CH:48]=[CH:49][CH:50]=2)[CH:45]=1)(=[O:43])=[O:42])[C:14](=[O:54])[N:11]1[CH2:10][CH2:9][NH:8][CH2:13][CH2:12]1. (9) Given the reactants [CH3:1][C:2]([C:10]1[CH:15]=[CH:14][CH:13]=[CH:12][CH:11]=1)([CH2:5][CH2:6][CH2:7][CH2:8]Br)[CH2:3][OH:4].[C:16]1(=[O:26])[NH:20][C:19](=[O:21])[C:18]2=[CH:22][CH:23]=[CH:24][CH:25]=[C:17]12.[K].CCOCC, predict the reaction product. The product is: [OH:4][CH2:3][C:2]([CH3:1])([C:10]1[CH:15]=[CH:14][CH:13]=[CH:12][CH:11]=1)[CH2:5][CH2:6][CH2:7][CH2:8][N:20]1[C:16](=[O:26])[C:17]2[C:18](=[CH:22][CH:23]=[CH:24][CH:25]=2)[C:19]1=[O:21]. (10) Given the reactants [CH3:1][N:2]1[C:6]2[CH2:7][N:8](C(OC(C)(C)C)=O)[CH2:9][CH2:10][C:5]=2[CH:4]=[N:3]1.Cl.CC(=O)OCC, predict the reaction product. The product is: [CH3:1][N:2]1[C:6]2[CH2:7][NH:8][CH2:9][CH2:10][C:5]=2[CH:4]=[N:3]1.